From a dataset of Forward reaction prediction with 1.9M reactions from USPTO patents (1976-2016). Predict the product of the given reaction. Given the reactants [NH:1]1[CH:5]=[C:4]([C:6]([O:8][CH2:9][CH3:10])=[O:7])[CH:3]=[N:2]1.C([O-])([O-])=O.[K+].[K+].[CH3:17][O:18][C:19]1[CH:24]=[CH:23][C:22]([CH2:25]Cl)=[CH:21][CH:20]=1, predict the reaction product. The product is: [CH3:17][O:18][C:19]1[CH:24]=[CH:23][C:22]([CH2:25][N:1]2[CH:5]=[C:4]([C:6]([O:8][CH2:9][CH3:10])=[O:7])[CH:3]=[N:2]2)=[CH:21][CH:20]=1.